Dataset: Forward reaction prediction with 1.9M reactions from USPTO patents (1976-2016). Task: Predict the product of the given reaction. (1) Given the reactants Cl[C:2]1[N:7]=[CH:6][N:5]=[C:4]([NH:8][C:9]2[CH:14]=[CH:13][C:12]([N:15]3[CH2:20][CH2:19][N:18]([CH:21]4[CH2:26][CH2:25][O:24][CH2:23][CH2:22]4)[CH2:17][CH2:16]3)=[C:11]([F:27])[CH:10]=2)[N:3]=1.[C:28]([C:30]1[CH:50]=[C:49](B2OC(C)(C)C(C)(C)O2)[CH:48]=[CH:47][C:31]=1[O:32][C@H:33]1[CH2:38][CH2:37][N:36]([C:39]([O:41][C:42]([CH3:45])([CH3:44])[CH3:43])=[O:40])[CH2:35][C@H:34]1[F:46])#[N:29].C(=O)([O-])[O-].[Na+].[Na+], predict the reaction product. The product is: [C:28]([C:30]1[CH:50]=[C:49]([C:2]2[N:3]=[C:4]([NH:8][C:9]3[CH:14]=[CH:13][C:12]([N:15]4[CH2:20][CH2:19][N:18]([CH:21]5[CH2:26][CH2:25][O:24][CH2:23][CH2:22]5)[CH2:17][CH2:16]4)=[C:11]([F:27])[CH:10]=3)[N:5]=[CH:6][N:7]=2)[CH:48]=[CH:47][C:31]=1[O:32][C@H:33]1[CH2:38][CH2:37][N:36]([C:39]([O:41][C:42]([CH3:45])([CH3:44])[CH3:43])=[O:40])[CH2:35][C@H:34]1[F:46])#[N:29]. (2) Given the reactants [Sn](Cl)(Cl)(Cl)Cl.[CH:6]([C:9]1[C:10]([O:19][CH3:20])=[C:11]([C:15](O)([CH3:17])[CH3:16])[CH:12]=[CH:13][CH:14]=1)([CH3:8])[CH3:7].[CH2:21]([O:23][C:24](=[O:32])[C:25]([O:27][Si](C)(C)C)=[CH2:26])[CH3:22].C(=O)([O-])[O-].[Na+].[Na+].Cl, predict the reaction product. The product is: [CH2:21]([O:23][C:24](=[O:32])[C:25](=[O:26])[CH2:27][C:15]([C:11]1[CH:12]=[CH:13][CH:14]=[C:9]([CH:6]([CH3:8])[CH3:7])[C:10]=1[O:19][CH3:20])([CH3:17])[CH3:16])[CH3:22]. (3) The product is: [CH2:4]([O:6][CH2:7][C@@H:8]([C:35]([OH:37])=[O:36])[NH:9][C:10]([C:12]1[C:21]([NH:22][C:23]([NH:25][C:26]2[C:31]([CH3:32])=[CH:30][C:29]([CH3:33])=[CH:28][C:27]=2[CH3:34])=[O:24])=[CH:20][C:19]2[C:14](=[CH:15][CH:16]=[CH:17][CH:18]=2)[CH:13]=1)=[O:11])[CH3:5]. Given the reactants O.[OH-].[Li+].[CH2:4]([O:6][CH2:7][C@@H:8]([C:35]([O:37]C)=[O:36])[NH:9][C:10]([C:12]1[C:21]([NH:22][C:23]([NH:25][C:26]2[C:31]([CH3:32])=[CH:30][C:29]([CH3:33])=[CH:28][C:27]=2[CH3:34])=[O:24])=[CH:20][C:19]2[C:14](=[CH:15][CH:16]=[CH:17][CH:18]=2)[CH:13]=1)=[O:11])[CH3:5].O.Cl, predict the reaction product. (4) Given the reactants [CH:1]1([S:6][C:7]2[CH:8]=[C:9]([C:13](=[O:15])[CH3:14])[CH:10]=[CH:11][CH:12]=2)[CH2:5][CH2:4][CH2:3][CH2:2]1.[Br:16]Br, predict the reaction product. The product is: [Br:16][CH2:14][C:13]([C:9]1[CH:10]=[CH:11][CH:12]=[C:7]([S:6][CH:1]2[CH2:5][CH2:4][CH2:3][CH2:2]2)[CH:8]=1)=[O:15]. (5) Given the reactants [NH2:1][CH:2]1[CH2:7][CH2:6][CH2:5][CH:4]([NH:8][C:9](=[O:15])OC(C)(C)C)[CH2:3]1.C([O:20][C:21]([C:23]1[CH:28]=[CH:27][CH:26]=[CH:25][C:24]=1[C:29]1[CH:34]=[CH:33][C:32]([CH2:35][N:36]2[C:44]3[C:39](=[CH:40][C:41](C(O)=O)=[CH:42][CH:43]=3)[C:38]([CH3:48])=[C:37]2[CH3:49])=[CH:31][CH:30]=1)=[O:22])(C)(C)C, predict the reaction product. The product is: [NH2:1][CH:2]1[CH2:7][CH2:6][CH2:5][CH:4]([NH:8][C:9]([C:41]2[CH:40]=[C:39]3[C:44](=[CH:43][CH:42]=2)[N:36]([CH2:35][C:32]2[CH:31]=[CH:30][C:29]([C:24]4[C:23]([C:21]([OH:22])=[O:20])=[CH:28][CH:27]=[CH:26][CH:25]=4)=[CH:34][CH:33]=2)[C:37]([CH3:49])=[C:38]3[CH3:48])=[O:15])[CH2:3]1.